Regression. Given two drug SMILES strings and cell line genomic features, predict the synergy score measuring deviation from expected non-interaction effect. From a dataset of NCI-60 drug combinations with 297,098 pairs across 59 cell lines. (1) Drug 1: COC1=C2C(=CC3=C1OC=C3)C=CC(=O)O2. Drug 2: CCC1(C2=C(COC1=O)C(=O)N3CC4=CC5=C(C=CC(=C5CN(C)C)O)N=C4C3=C2)O.Cl. Cell line: NCIH23. Synergy scores: CSS=-6.16, Synergy_ZIP=-8.63, Synergy_Bliss=-19.2, Synergy_Loewe=-50.6, Synergy_HSA=-28.2. (2) Drug 1: COC1=CC(=CC(=C1O)OC)C2C3C(COC3=O)C(C4=CC5=C(C=C24)OCO5)OC6C(C(C7C(O6)COC(O7)C8=CC=CS8)O)O. Drug 2: C1C(C(OC1N2C=NC3=C(N=C(N=C32)Cl)N)CO)O. Cell line: CCRF-CEM. Synergy scores: CSS=76.9, Synergy_ZIP=0.729, Synergy_Bliss=1.55, Synergy_Loewe=1.48, Synergy_HSA=4.24. (3) Drug 1: CC1OCC2C(O1)C(C(C(O2)OC3C4COC(=O)C4C(C5=CC6=C(C=C35)OCO6)C7=CC(=C(C(=C7)OC)O)OC)O)O. Drug 2: C1=CC(=CC=C1C#N)C(C2=CC=C(C=C2)C#N)N3C=NC=N3. Cell line: SN12C. Synergy scores: CSS=27.6, Synergy_ZIP=-8.97, Synergy_Bliss=-4.70, Synergy_Loewe=-16.0, Synergy_HSA=-6.76.